From a dataset of Forward reaction prediction with 1.9M reactions from USPTO patents (1976-2016). Predict the product of the given reaction. (1) Given the reactants [C-:1]1(C(O)=O)[CH:5]=[CH:4][CH:3]=[CH:2]1.[CH-:9]1[CH:13]=[CH:12][CH:11]=[CH:10]1.[Fe+2:14].[CH:28]1(N=C=N[CH:24]2[CH2:29][CH2:28][CH2:27][CH2:26]C2)[CH2:29][CH2:24]C[CH2:26][CH2:27]1, predict the reaction product. The product is: [CH:5]1[CH2:4][CH:3]=[CH:2][CH:1]=1.[CH-:9]1[CH:13]=[CH:12][CH:11]=[CH:10]1.[CH-:26]1[CH:27]=[CH:28][CH:29]=[CH:24]1.[Fe+2:14]. (2) Given the reactants [CH3:1][O:2][C:3](=[O:38])/[CH:4]=[CH:5]/[C:6]1[CH:11]=[CH:10][C:9]([O:12][CH2:13][C:14]2[CH:19]=[CH:18][C:17]([C:20]3[CH:25]=[C:24]([CH3:26])[CH:23]=[CH:22][C:21]=3[O:27][CH2:28][CH2:29][CH2:30][CH3:31])=[CH:16][CH:15]=2)=[CH:8][C:7]=1OC(Br)=C(C)C.N#N.[CH3:49][C:48](N=N[C:48]([C:51]#N)([CH3:50])[CH3:49])([C:51]#N)[CH3:50].[CH3:53][CH2:54]CC[SnH](CCCC)CCCC, predict the reaction product. The product is: [CH3:1][O:2][C:3](=[O:38])[CH2:4][CH:5]1[C:6]2[C:7](=[CH:8][C:9]([O:12][CH2:13][C:14]3[CH:15]=[CH:16][C:17]([C:20]4[CH:25]=[C:24]([CH3:26])[CH:23]=[CH:22][C:21]=4[O:27][CH2:28][CH2:29][CH2:30][CH3:31])=[CH:18][CH:19]=3)=[CH:10][CH:11]=2)[CH2:54][CH2:53][C:51]1=[C:48]([CH3:49])[CH3:50]. (3) The product is: [C:51]([O:50][C:48](=[O:49])[CH2:47][CH:17]1[CH2:16][C@@H:15]([C:9]2[CH:10]=[CH:11][C:12]([O:13][CH3:14])=[C:7]([O:6][CH:1]3[CH2:2][CH2:3][CH2:4][CH2:5]3)[CH:8]=2)[CH2:20][N:19]([C:21]([O:23][C:24]([CH3:25])([CH3:27])[CH3:26])=[O:22])[C:18]1=[O:28])([CH3:54])([CH3:53])[CH3:52]. Given the reactants [CH:1]1([O:6][C:7]2[CH:8]=[C:9]([C@H:15]3[CH2:20][N:19]([C:21]([O:23][C:24]([CH3:27])([CH3:26])[CH3:25])=[O:22])[C:18](=[O:28])[CH2:17][CH2:16]3)[CH:10]=[CH:11][C:12]=2[O:13][CH3:14])[CH2:5][CH2:4][CH2:3][CH2:2]1.[Li+].CC([N-]C(C)C)C.CN1C(=O)N(C)CCC1.Br[CH2:47][C:48]([O:50][C:51]([CH3:54])([CH3:53])[CH3:52])=[O:49], predict the reaction product. (4) Given the reactants [CH3:1][C:2]1[CH:6]=[C:5]([S:7](=[O:10])(=[O:9])[NH2:8])[S:4][C:3]=1[CH2:11][CH2:12][O:13][C:14](=[O:16])[CH3:15].[C:17]1([O:23]C(Cl)=O)C=CC=CC=1.C(N(CC)CC)C.[CH3:34][C:35]1[N:40]=[C:39]([NH2:41])[CH:38]=[C:37]([C:42]([F:45])([F:44])[F:43])[CH:36]=1, predict the reaction product. The product is: [C:14]([O:13][CH2:12][CH2:11][C:3]1[S:4][C:5]([S:7]([NH:8][C:17](=[O:23])[NH:41][C:39]2[CH:38]=[C:37]([C:42]([F:45])([F:43])[F:44])[CH:36]=[C:35]([CH3:34])[N:40]=2)(=[O:10])=[O:9])=[CH:6][C:2]=1[CH3:1])(=[O:16])[CH3:15]. (5) Given the reactants [S:1]1[CH2:6][CH2:5][CH:4]([C:7]#[N:8])[CH2:3][CH2:2]1.C[Si]([N-][Si](C)(C)C)(C)C.[K+].F[C:20]1[CH:27]=[CH:26][C:23]([C:24]#[N:25])=[C:22]([CH3:28])[CH:21]=1, predict the reaction product. The product is: [C:24]([C:23]1[CH:26]=[CH:27][C:20]([C:4]2([C:7]#[N:8])[CH2:5][CH2:6][S:1][CH2:2][CH2:3]2)=[CH:21][C:22]=1[CH3:28])#[N:25]. (6) Given the reactants [Cl:1][C:2]1[CH:30]=[CH:29][C:5]([O:6][C:7]2[CH:12]=[CH:11][C:10]([N:13]3[C@@H:17]([C:18]4[CH:23]=[CH:22][CH:21]=[C:20]([C:24]([F:27])([F:26])[F:25])[CH:19]=4)[CH2:16][CH2:15][C:14]3=[O:28])=[CH:9][CH:8]=2)=[CH:4][CH:3]=1.[Li+].C[Si]([N-][Si](C)(C)C)(C)C.[CH2:41](I)[CH:42]=[CH2:43], predict the reaction product. The product is: [Cl:1][C:2]1[CH:3]=[CH:4][C:5]([O:6][C:7]2[CH:12]=[CH:11][C:10]([N:13]3[C@@H:17]([C:18]4[CH:23]=[CH:22][CH:21]=[C:20]([C:24]([F:25])([F:26])[F:27])[CH:19]=4)[CH2:16][C@H:15]([CH2:43][CH:42]=[CH2:41])[C:14]3=[O:28])=[CH:9][CH:8]=2)=[CH:29][CH:30]=1. (7) Given the reactants [Br:1][C:2]1[CH:10]=[CH:9][C:5]([C:6]([OH:8])=O)=[C:4]([O:11][CH3:12])[CH:3]=1.[CH3:13][C:14]1[C:15]([N:21]2[CH2:26][CH2:25][NH:24][CH2:23][CH2:22]2)=[N:16][CH:17]=[C:18]([CH3:20])[CH:19]=1, predict the reaction product. The product is: [Br:1][C:2]1[CH:10]=[CH:9][C:5]([C:6]([N:24]2[CH2:25][CH2:26][N:21]([C:15]3[C:14]([CH3:13])=[CH:19][C:18]([CH3:20])=[CH:17][N:16]=3)[CH2:22][CH2:23]2)=[O:8])=[C:4]([O:11][CH3:12])[CH:3]=1.